This data is from Full USPTO retrosynthesis dataset with 1.9M reactions from patents (1976-2016). The task is: Predict the reactants needed to synthesize the given product. Given the product [CH3:1][C:2]1([CH2:8][O:9][C:13]2[C:21]3[C:20]4[CH:22]=[C:23]([C:26]#[N:27])[N:24]=[CH:25][C:19]=4[N:18]([CH2:28][O:29][CH2:30][CH2:31][Si:32]([CH3:35])([CH3:34])[CH3:33])[C:17]=3[N:16]=[CH:15][CH:14]=2)[CH2:7][CH2:6][NH:5][CH2:4][CH2:3]1, predict the reactants needed to synthesize it. The reactants are: [CH3:1][C:2]1([CH2:8][OH:9])[CH2:7][CH2:6][NH:5][CH2:4][CH2:3]1.[H-].[Na+].Cl[C:13]1[C:21]2[C:20]3[CH:22]=[C:23]([C:26]#[N:27])[N:24]=[CH:25][C:19]=3[N:18]([CH2:28][O:29][CH2:30][CH2:31][Si:32]([CH3:35])([CH3:34])[CH3:33])[C:17]=2[N:16]=[CH:15][CH:14]=1.